This data is from Forward reaction prediction with 1.9M reactions from USPTO patents (1976-2016). The task is: Predict the product of the given reaction. (1) Given the reactants [C:1]1([P:7]([C:14]2[CH:19]=[CH:18][CH:17]=[CH:16][CH:15]=2)[C:8]2[CH:13]=[CH:12][CH:11]=[CH:10][CH:9]=2)[CH:6]=[CH:5][CH:4]=[CH:3][CH:2]=1.[F:20][C:21]1[CH:22]=[C:23]([CH:26]=[CH:27][CH:28]=1)[CH2:24][Br:25], predict the reaction product. The product is: [Br-:25].[F:20][C:21]1[CH:22]=[C:23]([CH:26]=[CH:27][CH:28]=1)[CH2:24][P+:7]([C:1]1[CH:2]=[CH:3][CH:4]=[CH:5][CH:6]=1)([C:8]1[CH:13]=[CH:12][CH:11]=[CH:10][CH:9]=1)[C:14]1[CH:15]=[CH:16][CH:17]=[CH:18][CH:19]=1. (2) Given the reactants [F:1][C:2]([F:7])([F:6])[C:3]([OH:5])=[O:4].O.[CH2:9]([O:16][CH2:17][CH2:18][C:19]1[CH:24]=[CH:23][C:22]([C:25]2[CH:26]=[N:27][CH:28]=[C:29]([O:31][CH2:32][C@@H:33]3[CH2:36][CH2:35][N:34]3C(OC(C)(C)C)=O)[CH:30]=2)=[CH:21][CH:20]=1)[C:10]1[CH:15]=[CH:14][CH:13]=[CH:12][CH:11]=1, predict the reaction product. The product is: [F:1][C:2]([F:7])([F:6])[C:3]([OH:5])=[O:4].[NH:34]1[CH2:35][CH2:36][C@H:33]1[CH2:32][O:31][C:29]1[CH:28]=[N:27][CH:26]=[C:25]([C:22]2[CH:23]=[CH:24][C:19]([CH2:18][CH2:17][O:16][CH2:9][C:10]3[CH:15]=[CH:14][CH:13]=[CH:12][CH:11]=3)=[CH:20][CH:21]=2)[CH:30]=1. (3) Given the reactants Cl[C:2]1[N:7]=[C:6]([CH3:8])[N:5]=[C:4]([N:9]([CH2:19][C:20]2[CH:25]=[CH:24][C:23]([O:26][CH3:27])=[CH:22][CH:21]=2)[CH2:10][C:11]2[CH:16]=[CH:15][C:14]([O:17][CH3:18])=[CH:13][CH:12]=2)[CH:3]=1.[C:28]([O:32][C:33]([N:35]1[CH2:40][CH2:39][N:38]([CH2:41][C:42]2[CH:43]=[C:44](B(O)O)[C:45]([F:48])=[N:46][CH:47]=2)[CH2:37][CH2:36]1)=[O:34])([CH3:31])([CH3:30])[CH3:29].C([O-])(=O)C.[K+], predict the reaction product. The product is: [CH3:18][O:17][C:14]1[CH:15]=[CH:16][C:11]([CH2:10][N:9]([CH2:19][C:20]2[CH:25]=[CH:24][C:23]([O:26][CH3:27])=[CH:22][CH:21]=2)[C:4]2[N:5]=[C:6]([CH3:8])[N:7]=[C:2]([C:44]3[CH:43]=[C:42]([CH2:41][N:38]4[CH2:39][CH2:40][N:35]([C:33]([O:32][C:28]([CH3:31])([CH3:30])[CH3:29])=[O:34])[CH2:36][CH2:37]4)[CH:47]=[N:46][C:45]=3[F:48])[CH:3]=2)=[CH:12][CH:13]=1.